From a dataset of Experimentally validated miRNA-target interactions with 360,000+ pairs, plus equal number of negative samples. Binary Classification. Given a miRNA mature sequence and a target amino acid sequence, predict their likelihood of interaction. (1) The miRNA is hsa-miR-361-5p with sequence UUAUCAGAAUCUCCAGGGGUAC. The protein sequence of the target gene is MAGGVDGPIGIPFPDHSSDILSGLNEQRTQGLLCDVVILVEGREFPTHRSVLAACSQYFKKLFTSGAVVDQQNVYEIDFVSAEALTALMDFAYTATLTVSTANVGDILSAARLLEIPAVSHVCADLLDRQILAADAGADAGQLDLVDQIDQRNLLRAKEYLEFFQSNPMNSLPPAAAAAAASFPWSAFGASDDDLDATKEAVAAAVAAVAAGDCNGLDFYGPGPPAERPPTGDGDEGDSNPGLWPERDEDAPTGGLFPPPVAPPAATQNGHYGRGGEEEAASLSEAAPEPGDSPGFLSGA.... Result: 1 (interaction). (2) The protein sequence of the target gene is MEEAKNMALLFFMDHLMQKNGRRTIHDLSCQFGARGFSEEMRNAVGTTQEGLTEFLQGHPSLFTVEGDQVILNGHNDLNAKNNPLLQSGIRSRNYEKEAVDFFVTKLTKFGPELQIKSLLGHRSQAAPEVRLVSGRHLKEFCEFLQSQVDYFVVEGDRVRLKNMPEPDENAIEMDDEGRPLAGVKAKQAAVEYLKSVLEQNEDQPIPLDQFYQNFCQRFSHTIRQDVATNPKELLQFLKLNRGLFFIRSNKVSLVKNRLNEDGSENGSDEGEETNNNGMFPLDQSALTRIHFVKALKPAQ.... Result: 1 (interaction). The miRNA is cel-miR-234-3p with sequence UUAUUGCUCGAGAAUACCCUU. (3) The miRNA is hsa-miR-6822-3p with sequence AGGCUCUAACUGGCUUUCCCUGCA. The protein sequence of the target gene is MGEDTDTRKINHSFLRDHSYVTEADIISTVEFNHTGELLATGDKGGRVVIFQREPESKNAPHSQGEYDVYSTFQSHEPEFDYLKSLEIEEKINKIKWLPQQNAAHSLLSTNDKTIKLWKITERDKRPEGYNLKDEEGKLKDLSTVTSLQVPVLKPMDLMVEVSPRRIFANGHTYHINSISVNSDCETYMSADDLRINLWHLAITDRSFNIVDIKPANMEDLTEVITASEFHPHHCNLFVYSSSKGSLRLCDMRAAALCDKHSKLFEEPEDPSNRSFFSEIISSVSDVKFSHSGRYMLTRD.... Result: 0 (no interaction).